Dataset: Reaction yield outcomes from USPTO patents with 853,638 reactions. Task: Predict the reaction yield, written as a fraction of the theoretical maximum amount of product (1.0 means a 100% yield; for example, 0.34 means a 34% yield). (1) The product is [C:1]([C:3]1[C:12]2[C:7](=[CH:8][CH:9]=[CH:10][CH:11]=2)[C:6]([C:13]2[C:14]([S:19][CH2:20][C:21]([OH:23])=[O:22])=[N:15][CH:16]=[CH:17][N:18]=2)=[CH:5][CH:4]=1)#[N:2]. The reactants are [C:1]([C:3]1[C:12]2[C:7](=[CH:8][CH:9]=[CH:10][CH:11]=2)[C:6]([C:13]2[C:14]([S:19][CH2:20][C:21]([O:23]C)=[O:22])=[N:15][CH:16]=[CH:17][N:18]=2)=[CH:5][CH:4]=1)#[N:2].[OH-].[Na+]. The yield is 0.860. The catalyst is CO. (2) The reactants are [N:1]1[CH:6]=[CH:5][CH:4]=[CH:3][C:2]=1[N:7]1[CH2:12][CH2:11][NH:10][CH2:9][CH2:8]1.C(NC(C)C)(C)C.Cl[CH2:21][C:22]([NH:24][C:25]1[CH:30]=[CH:29][CH:28]=[C:27]([N+:31]([O-:33])=[O:32])[CH:26]=1)=[O:23]. The catalyst is C1(C)C=CC=CC=1. The product is [N+:31]([C:27]1[CH:26]=[C:25]([NH:24][C:22](=[O:23])[CH2:21][N:10]2[CH2:9][CH2:8][N:7]([C:2]3[CH:3]=[CH:4][CH:5]=[CH:6][N:1]=3)[CH2:12][CH2:11]2)[CH:30]=[CH:29][CH:28]=1)([O-:33])=[O:32]. The yield is 0.760. (3) The reactants are [F:1][C:2]1[CH:7]=[CH:6][C:5]([C:8]2[N:12]3[N:13]=[CH:14][C:15]([C:17]([F:20])([F:19])[F:18])=[N:16][C:11]3=[N:10][CH:9]=2)=[CH:4][C:3]=1[O:21]C.B(Br)(Br)Br.[OH-].[Na+]. The catalyst is C(Cl)(Cl)Cl. The product is [F:1][C:2]1[CH:7]=[CH:6][C:5]([C:8]2[N:12]3[N:13]=[CH:14][C:15]([C:17]([F:18])([F:19])[F:20])=[N:16][C:11]3=[N:10][CH:9]=2)=[CH:4][C:3]=1[OH:21]. The yield is 0.930. (4) The reactants are [NH2:1][C@H:2]1[CH2:8][CH2:7][CH2:6][CH2:5][N:4](CC2C=CC=CC=2)[C:3]1=[O:16].[CH2:17]1[C:22](=[O:23])[N:21]([O:24][C:25](ON2C(=O)CCC2=O)=[O:26])[C:19](=[O:20])[CH2:18]1. The catalyst is C(#N)C. The product is [O:16]=[C:3]1[C@@H:2]([NH:1][C:25]([O:24][N:21]2[C:22](=[O:23])[CH2:17][CH2:18][C:19]2=[O:20])=[O:26])[CH2:8][CH2:7][CH2:6][CH2:5][NH:4]1. The yield is 0.840. (5) The reactants are [H-].[K+].N#N.[CH2:5]([N:12]([CH2:19][C:20]1[CH:25]=[CH:24][CH:23]=[CH:22][CH:21]=1)[CH2:13][CH2:14][C:15]([CH3:18])([OH:17])[CH3:16])[C:6]1[CH:11]=[CH:10][CH:9]=[CH:8][CH:7]=1.[CH3:26]I.[NH4+].[Cl-]. The catalyst is C1COCC1. The product is [CH2:19]([N:12]([CH2:5][C:6]1[CH:11]=[CH:10][CH:9]=[CH:8][CH:7]=1)[CH2:13][CH2:14][C:15]([O:17][CH3:26])([CH3:18])[CH3:16])[C:20]1[CH:21]=[CH:22][CH:23]=[CH:24][CH:25]=1. The yield is 0.570.